From a dataset of Full USPTO retrosynthesis dataset with 1.9M reactions from patents (1976-2016). Predict the reactants needed to synthesize the given product. Given the product [CH3:1][O:2][C:3]1[C:11]2[O:10][CH:9]=[C:8]([O:27][S:20]([C:23]([F:26])([F:25])[F:24])(=[O:22])=[O:21])[C:7]=2[CH:6]=[CH:5][CH:4]=1, predict the reactants needed to synthesize it. The reactants are: [CH3:1][O:2][C:3]1[C:11]2[O:10][C:9](=O)[CH2:8][C:7]=2[CH:6]=[CH:5][CH:4]=1.C(N(CC)CC)C.[S:20]([O:27]S(C(F)(F)F)(=O)=O)([C:23]([F:26])([F:25])[F:24])(=[O:22])=[O:21].